Dataset: Reaction yield outcomes from USPTO patents with 853,638 reactions. Task: Predict the reaction yield, written as a fraction of the theoretical maximum amount of product (1.0 means a 100% yield; for example, 0.34 means a 34% yield). The reactants are [C:1]([O:4][CH2:5][C:6]1[C:11]([N:12]2[C:16](=[O:17])[C:15]3[S:18][C:19]([C:21]([CH3:24])([CH3:23])[CH3:22])=[CH:20][C:14]=3[CH2:13]2)=[CH:10][CH:9]=[CH:8][C:7]=1Br)(=[O:3])[CH3:2].[CH3:26][C:27]1([CH3:43])[C:31]([CH3:33])([CH3:32])[O:30][B:29]([B:29]2[O:30][C:31]([CH3:33])([CH3:32])[C:27]([CH3:43])([CH3:26])[O:28]2)[O:28]1.C([O-])(=O)C.[K+].C(Cl)Cl. The catalyst is O1CCOCC1. The product is [C:1]([O:4][CH2:5][C:6]1[C:7]([B:29]2[O:30][C:31]([CH3:33])([CH3:32])[C:27]([CH3:43])([CH3:26])[O:28]2)=[CH:8][CH:9]=[CH:10][C:11]=1[N:12]1[C:16](=[O:17])[C:15]2[S:18][C:19]([C:21]([CH3:24])([CH3:23])[CH3:22])=[CH:20][C:14]=2[CH2:13]1)(=[O:3])[CH3:2]. The yield is 0.770.